This data is from Reaction yield outcomes from USPTO patents with 853,638 reactions. The task is: Predict the reaction yield, written as a fraction of the theoretical maximum amount of product (1.0 means a 100% yield; for example, 0.34 means a 34% yield). (1) The reactants are Cl[C:2]1[N:10]=[CH:9][N:8]=[C:7]2[C:3]=1[N:4]=[CH:5][N:6]2[CH:11]1[CH2:16][CH2:15][CH2:14][CH2:13][O:12]1.ClC1N=CN=C2C=1NC=N2.C(O)(=O)C(O)=O.[OH:33][CH2:34][C:35]([CH3:39])=[CH:36][CH2:37][NH2:38].[OH:33][CH2:34][C:35]([CH3:39])=[CH:36][CH2:37][NH2:38].C(N(CC)CC)C. The catalyst is C(O)CCC. The product is [OH:33][CH2:34]/[C:35](/[CH3:39])=[CH:36]/[CH2:37][NH:38][C:2]1[N:10]=[CH:9][N:8]=[C:7]2[C:3]=1[N:4]=[CH:5][N:6]2[CH:11]1[CH2:16][CH2:15][CH2:14][CH2:13][O:12]1. The yield is 0.750. (2) The reactants are [F:1][C:2]1[C:7]([OH:8])=[C:6]([F:9])[C:5]([F:10])=[C:4]([F:11])[C:3]=1[F:12].C(N(CC)CC)C.[CH2:20]=[C:21]([C:26](OS(F)(=O)=O)([F:28])[F:27])[C:22]([F:25])([F:24])[F:23]. The catalyst is C(OCC)C. The product is [CH2:20]=[C:21]([C:26]([O:8][C:7]1[C:6]([F:9])=[C:5]([F:10])[C:4]([F:11])=[C:3]([F:12])[C:2]=1[F:1])([F:28])[F:27])[C:22]([F:25])([F:24])[F:23]. The yield is 0.730. (3) The reactants are Cl.[CH3:2][C:3]1([CH3:21])[CH2:7][C:6]2[C:8]([CH3:20])=[C:9]([N:14]3[CH2:19][CH2:18][NH:17][CH2:16][CH2:15]3)[C:10]([CH3:13])=[C:11]([CH3:12])[C:5]=2[O:4]1.Br[C:23]1[CH:28]=[CH:27][C:26]([CH3:29])=[C:25]([Cl:30])[CH:24]=1. The product is [Cl:30][C:25]1[CH:24]=[C:23]([N:17]2[CH2:16][CH2:15][N:14]([C:9]3[C:10]([CH3:13])=[C:11]([CH3:12])[C:5]4[O:4][C:3]([CH3:21])([CH3:2])[CH2:7][C:6]=4[C:8]=3[CH3:20])[CH2:19][CH2:18]2)[CH:28]=[CH:27][C:26]=1[CH3:29]. The yield is 0.580. No catalyst specified. (4) The reactants are [N+:1]([CH:3](S(C1C=CC(C)=CC=1)(=O)=O)[CH2:4][CH2:5][CH2:6][CH3:7])#[C-:2].[C:18]([O:22][CH2:23][CH3:24])(=[O:21])[CH:19]=[CH2:20].CC(C)([O-])C.[K+]. The catalyst is O1CCCC1.O. The product is [CH2:4]([C:3]1[NH:1][CH:2]=[C:19]([C:18]([O:22][CH2:23][CH3:24])=[O:21])[CH:20]=1)[CH2:5][CH2:6][CH3:7]. The yield is 0.780. (5) The reactants are [CH2:1]([O:8][C:9]1[CH:14]=[CH:13][C:12]([C:15]2[CH:20]=[CH:19][C:18](/[CH:21]=[CH:22]/[C:23]3[N:24]([CH2:36][CH3:37])[CH:25]=[C:26]([C:28]4[CH:33]=[CH:32][C:31]([Cl:34])=[CH:30][C:29]=4[Cl:35])[N:27]=3)=[CH:17][CH:16]=2)=[CH:11][C:10]=1[F:38])[C:2]1[CH:7]=[CH:6][CH:5]=[CH:4][CH:3]=1.C1(O)C=CC=CC=1.BrCC1C=CC([C:52]([O:54]C)=[O:53])=CC=1. No catalyst specified. The product is [Cl:35][C:29]1[CH:30]=[C:31]([Cl:34])[CH:32]=[CH:33][C:28]=1[C:26]1[N:27]=[C:23](/[CH:22]=[CH:21]/[C:18]2[CH:17]=[CH:16][C:15]([C:12]3[CH:13]=[CH:14][C:9]([O:8][CH2:1][C:2]4[CH:3]=[CH:4][C:5]([C:52]([OH:54])=[O:53])=[CH:6][CH:7]=4)=[C:10]([F:38])[CH:11]=3)=[CH:20][CH:19]=2)[N:24]([CH2:36][CH3:37])[CH:25]=1. The yield is 0.310. (6) The reactants are C(OC([NH:8][C@H:9]([C:14](O)=[O:15])[CH2:10][CH:11]([CH3:13])[CH3:12])=O)(C)(C)C.[F:17][C:18]([F:31])([F:30])[C:19]1[CH:20]=[C:21]([CH:23]=[C:24]([C:26]([F:29])([F:28])[F:27])[CH:25]=1)[NH2:22]. No catalyst specified. The product is [NH2:8][C@@H:9]([CH2:10][CH:11]([CH3:13])[CH3:12])[C:14]([NH:22][C:21]1[CH:20]=[C:19]([C:18]([F:30])([F:31])[F:17])[CH:25]=[C:24]([C:26]([F:27])([F:28])[F:29])[CH:23]=1)=[O:15]. The yield is 0.252. (7) The reactants are [CH3:1][C:2]1[C:11]([C:12](OCC)=[O:13])=[CH:10][C:9]2[C:4](=[CH:5][CH:6]=[CH:7][CH:8]=2)[N:3]=1.[H-].[Al+3].[Li+].[H-].[H-].[H-]. The catalyst is C1COCC1. The product is [CH3:1][C:2]1[C:11]([CH2:12][OH:13])=[CH:10][C:9]2[C:4](=[CH:5][CH:6]=[CH:7][CH:8]=2)[N:3]=1. The yield is 0.710.